Dataset: Forward reaction prediction with 1.9M reactions from USPTO patents (1976-2016). Task: Predict the product of the given reaction. (1) Given the reactants [N+:1]([C:4]1[CH:5]=[C:6]([CH:8]=[CH:9][CH:10]=1)[NH2:7])([O-:3])=[O:2].[F:11][C:12]([F:23])([F:22])[C:13]1[CH:14]=[C:15]([CH:19]=[CH:20][CH:21]=1)[C:16](Cl)=[O:17].CO, predict the reaction product. The product is: [N+:1]([C:4]1[CH:5]=[C:6]([NH:7][C:16](=[O:17])[C:15]2[CH:19]=[CH:20][CH:21]=[C:13]([C:12]([F:11])([F:22])[F:23])[CH:14]=2)[CH:8]=[CH:9][CH:10]=1)([O-:3])=[O:2]. (2) Given the reactants CS(O[CH2:6][C@H:7]1[CH2:18][CH2:17][C:16]2[S:15][C:14]3[N:13]=[CH:12][N:11]=[C:10]([O:19][CH:20]4[CH2:25][CH2:24][CH:23]([N:26]5[CH2:31][CH2:30][NH:29][C:28](=[O:32])[CH2:27]5)[CH2:22][CH2:21]4)[C:9]=3[C:8]1=2)(=O)=O.[C-:33]#[N:34].[Na+], predict the reaction product. The product is: [O:32]=[C:28]1[NH:29][CH2:30][CH2:31][N:26]([CH:23]2[CH2:24][CH2:25][CH:20]([O:19][C:10]3[C:9]4[C:8]5[C@@H:7]([CH2:6][C:33]#[N:34])[CH2:18][CH2:17][C:16]=5[S:15][C:14]=4[N:13]=[CH:12][N:11]=3)[CH2:21][CH2:22]2)[CH2:27]1. (3) Given the reactants CC([Si](C)(C)[O:6][CH2:7][C:8]1[N:12]2[CH:13]=[CH:14][CH:15]=[C:16]([CH:17]=O)[C:11]2=[N:10][CH:9]=1)(C)C.S([O-])([O-])(=O)=O.[Mg+2].Cl.[Cl:28][C:29]1[C:34]([Cl:35])=[CH:33][CH:32]=[CH:31][C:30]=1[O:36][C@H:37]1[CH2:40][C@H:39]([NH2:41])[CH2:38]1.CCN(C(C)C)C(C)C.C(O[BH-](OC(=O)C)OC(=O)C)(=O)C.[Na+].C(=O)(O)[O-].[Na+].[F-].C([N+](CCCC)(CCCC)CCCC)CCC, predict the reaction product. The product is: [Cl:28][C:29]1[C:34]([Cl:35])=[CH:33][CH:32]=[CH:31][C:30]=1[O:36][C@H:37]1[CH2:38][C@H:39]([NH:41][CH2:17][C:16]2[C:11]3[N:12]([C:8]([CH2:7][OH:6])=[CH:9][N:10]=3)[CH:13]=[CH:14][CH:15]=2)[CH2:40]1. (4) Given the reactants [CH3:1][C:2]1[C:7]([CH3:8])=[CH:6][CH:5]=[CH:4][C:3]=1[O:9][CH2:10][C:11]([O:13][CH2:14][CH3:15])=[O:12].[Cl:16][S:17](O)(=[O:19])=[O:18], predict the reaction product. The product is: [Cl:16][S:17]([C:6]1[CH:5]=[CH:4][C:3]([O:9][CH2:10][C:11]([O:13][CH2:14][CH3:15])=[O:12])=[C:2]([CH3:1])[C:7]=1[CH3:8])(=[O:19])=[O:18]. (5) Given the reactants Cl[C:2]1[N:7]=[CH:6][N:5]=[C:4]([NH:8][C:9]2[CH:33]=[CH:32][C:12]([C:13]([NH:15][C:16]3[S:17][CH:18]=[C:19]([C:21]4[CH:26]=[CH:25][CH:24]=[C:23]([C:27]([F:30])([F:29])[F:28])[C:22]=4[F:31])[N:20]=3)=[O:14])=[CH:11][CH:10]=2)[CH:3]=1.[CH3:34][NH:35][CH2:36][CH2:37][OH:38], predict the reaction product. The product is: [F:31][C:22]1[C:23]([C:27]([F:30])([F:29])[F:28])=[CH:24][CH:25]=[CH:26][C:21]=1[C:19]1[N:20]=[C:16]([NH:15][C:13](=[O:14])[C:12]2[CH:32]=[CH:33][C:9]([NH:8][C:4]3[CH:3]=[C:2]([N:35]([CH2:36][CH2:37][OH:38])[CH3:34])[N:7]=[CH:6][N:5]=3)=[CH:10][CH:11]=2)[S:17][CH:18]=1.